Dataset: Catalyst prediction with 721,799 reactions and 888 catalyst types from USPTO. Task: Predict which catalyst facilitates the given reaction. Reactant: [Br:1][C:2]1[S:3][C:4](Br)=[N:5][N:6]=1.C([O-])([O-])=O.[K+].[K+].[CH3:14][O:15][C:16]1[CH:21]=[CH:20][C:19]([OH:22])=[CH:18][CH:17]=1.O. Product: [Br:1][C:2]1[S:3][C:4]([O:22][C:19]2[CH:20]=[CH:21][C:16]([O:15][CH3:14])=[CH:17][CH:18]=2)=[N:5][N:6]=1. The catalyst class is: 9.